This data is from Catalyst prediction with 721,799 reactions and 888 catalyst types from USPTO. The task is: Predict which catalyst facilitates the given reaction. (1) Reactant: [F:1][C:2]1[CH:3]=[C:4]([NH:8][C:9]([CH:11]([CH:17]([CH3:19])[CH3:18])[C:12]([O:14]CC)=[O:13])=[O:10])[CH:5]=[CH:6][CH:7]=1. Product: [F:1][C:2]1[CH:3]=[C:4]([NH:8][C:9]([CH:11]([CH:17]([CH3:19])[CH3:18])[C:12]([OH:14])=[O:13])=[O:10])[CH:5]=[CH:6][CH:7]=1. The catalyst class is: 1. (2) Product: [Br:1][C:2]1[CH:7]=[CH:6][N:5]([CH2:10][CH3:11])[C:4](=[O:8])[CH:3]=1. Reactant: [Br:1][C:2]1[CH:7]=[CH:6][N:5]=[C:4]([OH:8])[CH:3]=1.Br[CH2:10][CH3:11].C(=O)([O-])[O-].[K+].[K+]. The catalyst class is: 21. (3) Reactant: [CH:1]1([CH2:4][O:5][C:6]2[C:7]([C:13]([N:15]3[CH2:20][CH2:19][CH2:18][CH2:17][C@H:16]3[CH2:21][C:22]3[N:23]=[C:24]4[C:29]([CH3:30])=[C:28]([CH3:31])[CH:27]=[CH:26][N:25]4[CH:32]=3)=[O:14])=[N:8][C:9]([CH3:12])=[CH:10][CH:11]=2)[CH2:3][CH2:2]1.[ClH:33]. Product: [ClH:33].[CH:1]1([CH2:4][O:5][C:6]2[C:7]([C:13]([N:15]3[CH2:20][CH2:19][CH2:18][CH2:17][C@H:16]3[CH2:21][C:22]3[N:23]=[C:24]4[C:29]([CH3:30])=[C:28]([CH3:31])[CH:27]=[CH:26][N:25]4[CH:32]=3)=[O:14])=[N:8][C:9]([CH3:12])=[CH:10][CH:11]=2)[CH2:2][CH2:3]1. The catalyst class is: 28. (4) Reactant: Cl[C:2]1[CH:7]=[C:6]([Cl:8])[N:5]=[CH:4][C:3]=1[CH2:9][N:10]([C:19]1[C:24]([F:25])=[C:23]([O:26][CH3:27])[CH:22]=[C:21]([O:28][CH3:29])[C:20]=1[F:30])[C:11](=[O:18])[CH2:12][C:13]([O:15][CH2:16][CH3:17])=[O:14].[H-].[Na+].[NH4+].[Cl-]. Product: [Cl:8][C:6]1[CH:7]=[C:2]2[C:3](=[CH:4][N:5]=1)[CH2:9][N:10]([C:19]1[C:24]([F:25])=[C:23]([O:26][CH3:27])[CH:22]=[C:21]([O:28][CH3:29])[C:20]=1[F:30])[C:11](=[O:18])[CH:12]2[C:13]([O:15][CH2:16][CH3:17])=[O:14]. The catalyst class is: 3. (5) Reactant: [CH:1]12[CH2:9][CH2:8][CH:5]([CH2:6][CH2:7]1)[CH2:4][N:3]([C:10]([CH2:12][N:13]1[C:19]3[CH:20]=[CH:21][CH:22]=[CH:23][C:18]=3[C:17]([CH:24]([CH3:26])[CH3:25])=[N:16][CH:15]([NH:27]C(OCC3C=CC=CC=3)=O)[C:14]1=[O:38])=[O:11])[CH2:2]2.C([O-])=O. Product: [NH2:27][CH:15]1[N:16]=[C:17]([CH:24]([CH3:25])[CH3:26])[C:18]2[CH:23]=[CH:22][CH:21]=[CH:20][C:19]=2[N:13]([CH2:12][C:10]([N:3]2[CH2:2][CH:1]3[CH2:7][CH2:6][CH:5]([CH2:8][CH2:9]3)[CH2:4]2)=[O:11])[C:14]1=[O:38]. The catalyst class is: 19. (6) Reactant: [Cl:1][C:2]1[CH:3]=[C:4]([CH:10]=[CH:11][C:12]=1[Cl:13])[CH:5]=[CH:6][C:7](O)=[O:8].CC(C[AlH]CC(C)C)C. Product: [Cl:1][C:2]1[CH:3]=[C:4](/[CH:5]=[CH:6]/[CH2:7][OH:8])[CH:10]=[CH:11][C:12]=1[Cl:13]. The catalyst class is: 11. (7) Reactant: [N+:1]([C:4]1[CH:9]=[CH:8][CH:7]=[CH:6][C:5]=1[CH2:10][CH2:11][N:12]1[CH2:17][CH2:16][O:15][CH2:14][CH2:13]1)([O-])=O.[N:12]1([CH2:11][CH2:10][C:5]2[CH:6]=[CH:7][CH:8]=[CH:9][C:4]=2[NH2:1])[CH2:13][CH2:14][O:15][CH2:16][CH2:17]1.[H][H]. Product: [N:12]1([CH2:11][CH2:10][C:5]2[CH:6]=[CH:7][CH:8]=[CH:9][C:4]=2[NH2:1])[CH2:17][CH2:16][O:15][CH2:14][CH2:13]1. The catalyst class is: 63. (8) The catalyst class is: 415. Reactant: [F:1][C:2]1[CH:7]=[CH:6][C:5]([C:8](=[O:10])[CH3:9])=[CH:4][C:3]=1[N+:11]([O-])=O.[Cl-].[NH4+].CCOC(C)=O. Product: [NH2:11][C:3]1[CH:4]=[C:5]([C:8](=[O:10])[CH3:9])[CH:6]=[CH:7][C:2]=1[F:1]. (9) Reactant: P([O-])([O-])([O-])=O.[Na+].[Na+].[Na+].[OH:9]O.[Br:11][C:12]1[S:16][C:15]([CH:17]=[O:18])=[C:14]([CH3:19])[CH:13]=1.[Na]. Product: [Br:11][C:12]1[S:16][C:15]([C:17]([OH:9])=[O:18])=[C:14]([CH3:19])[CH:13]=1. The catalyst class is: 192. (10) Product: [CH3:35][N:1]1[C:9]2[C:4](=[C:5]([CH2:10][N:11]3[C:16]4([CH2:17][CH2:18][N:19]([C:22]5[CH:31]=[N:30][C:29]6[C:24](=[CH:25][CH:26]=[CH:27][CH:28]=6)[N:23]=5)[CH2:20][CH2:21]4)[CH2:15][CH2:14][CH2:13][C:12]3=[O:32])[CH:6]=[CH:7][CH:8]=2)[CH:3]=[CH:2]1. Reactant: [NH:1]1[C:9]2[C:4](=[C:5]([CH2:10][N:11]3[C:16]4([CH2:21][CH2:20][N:19]([C:22]5[CH:31]=[N:30][C:29]6[C:24](=[CH:25][CH:26]=[CH:27][CH:28]=6)[N:23]=5)[CH2:18][CH2:17]4)[CH2:15][CH2:14][CH2:13][C:12]3=[O:32])[CH:6]=[CH:7][CH:8]=2)[CH:3]=[CH:2]1.[H-].[Na+].[CH3:35]I.O. The catalyst class is: 1.